The task is: Predict the reaction yield, written as a fraction of the theoretical maximum amount of product (1.0 means a 100% yield; for example, 0.34 means a 34% yield).. This data is from Reaction yield outcomes from USPTO patents with 853,638 reactions. (1) The reactants are [CH2:1]([C:3]([OH:36])([CH2:34][CH3:35])[CH2:4][CH2:5][C:6]1[CH:11]=[CH:10][C:9]([C:12]([CH2:31][CH3:32])([C:15]2[CH:20]=[CH:19][C:18](B3OC(C)(C)C(C)(C)O3)=[C:17]([CH3:30])[CH:16]=2)[CH2:13][CH3:14])=[CH:8][C:7]=1[CH3:33])[CH3:2].[CH2:37]([O:39][C:40](=[O:49])[CH2:41][C:42]1[CH:43]=[N:44][C:45](Br)=[CH:46][CH:47]=1)[CH3:38].P([O-])([O-])([O-])=O.[K+].[K+].[K+]. The catalyst is C1C=CC([P]([Pd]([P](C2C=CC=CC=2)(C2C=CC=CC=2)C2C=CC=CC=2)([P](C2C=CC=CC=2)(C2C=CC=CC=2)C2C=CC=CC=2)[P](C2C=CC=CC=2)(C2C=CC=CC=2)C2C=CC=CC=2)(C2C=CC=CC=2)C2C=CC=CC=2)=CC=1.CN(C)C=O. The product is [CH2:37]([O:39][C:40](=[O:49])[CH2:41][C:42]1[CH:43]=[N:44][C:45]([C:18]2[CH:19]=[CH:20][C:15]([C:12]([CH2:13][CH3:14])([C:9]3[CH:10]=[CH:11][C:6](/[CH:5]=[CH:4]/[C:3]([CH2:34][CH3:35])([OH:36])[CH2:1][CH3:2])=[C:7]([CH3:33])[CH:8]=3)[CH2:31][CH3:32])=[CH:16][C:17]=2[CH3:30])=[CH:46][CH:47]=1)[CH3:38]. The yield is 0.580. (2) The reactants are [CH2:1]([O:3][C:4](=[O:13])[C:5]([C:10](=O)[CH3:11])=CN(C)C)[CH3:2].[C:14]1([NH:20][NH2:21])[CH:19]=[CH:18][CH:17]=[CH:16][CH:15]=1.[CH3:22][CH2:23]O. No catalyst specified. The product is [CH2:1]([O:3][C:4](=[O:13])[CH2:5][C:10]1[CH:11]=[N:21][N:20]([C:14]2[CH:19]=[CH:18][CH:17]=[CH:16][CH:15]=2)[C:22]=1[CH3:23])[CH3:2]. The yield is 0.420. (3) The reactants are [Br:1][C:2]1[CH:3]=[C:4]([N:8]2[C:16]3[C:11](=[CH:12][C:13]([N:17]4[CH:21]=[C:20]([CH3:22])[N:19]=[CH:18]4)=[CH:14][CH:15]=3)[C:10]([C:23]([O:25]C)=O)=[N:9]2)[CH:5]=[CH:6][CH:7]=1.C([NH2:29])=O. No catalyst specified. The product is [Br:1][C:2]1[CH:3]=[C:4]([N:8]2[C:16]3[C:11](=[CH:12][C:13]([N:17]4[CH:21]=[C:20]([CH3:22])[N:19]=[CH:18]4)=[CH:14][CH:15]=3)[C:10]([C:23]([NH2:29])=[O:25])=[N:9]2)[CH:5]=[CH:6][CH:7]=1. The yield is 0.990. (4) The reactants are [CH2:1]([N:3]([CH2:37][CH3:38])[CH2:4][CH2:5][CH2:6][NH:7][C:8]1[N:9]=[C:10]([C:27]2[CH:28]=[C:29]([CH:33]=[CH:34][C:35]=2[CH3:36])[C:30]([OH:32])=O)[C:11]2[CH:17]=[CH:16][C:15](=[O:18])[N:14]([C:19]3[C:24]([F:25])=[CH:23][CH:22]=[CH:21][C:20]=3[F:26])[C:12]=2[N:13]=1)[CH3:2].CN(C(ON1N=NC2C=CC=CC1=2)=[N+](C)C)C.F[P-](F)(F)(F)(F)F.C(N(CC)CC)C.[CH3:70][NH:71][C:72](=[O:75])[CH2:73][NH2:74]. The catalyst is CN(C=O)C. The product is [CH2:1]([N:3]([CH2:37][CH3:38])[CH2:4][CH2:5][CH2:6][NH:7][C:8]1[N:9]=[C:10]([C:27]2[CH:28]=[C:29]([CH:33]=[CH:34][C:35]=2[CH3:36])[C:30]([NH:74][CH2:73][C:72]([NH:71][CH3:70])=[O:75])=[O:32])[C:11]2[CH:17]=[CH:16][C:15](=[O:18])[N:14]([C:19]3[C:24]([F:25])=[CH:23][CH:22]=[CH:21][C:20]=3[F:26])[C:12]=2[N:13]=1)[CH3:2]. The yield is 0.300. (5) The reactants are [OH-].[Na+].C[Si](C)(C)[C:5]#[C:6][C:7]([O:14][CH2:15][CH3:16])([O:11][CH2:12][CH3:13])[O:8][CH2:9][CH3:10]. The catalyst is O.C(O)C. The product is [CH2:15]([O:14][C:7]([O:8][CH2:9][CH3:10])([O:11][CH2:12][CH3:13])[C:6]#[CH:5])[CH3:16]. The yield is 0.520. (6) The reactants are FC1C=C(C=CC=1F)[CH2:5][NH2:6].CN.[F:13][C:14]1[CH:43]=[CH:42][C:17]([CH2:18][N:19]2[C:23](=[O:24])[N:22]([C:25]3[CH:29]=[C:28]([C:30]([OH:32])=O)[N:27]([CH2:33][C:34]4[CH:39]=[CH:38][C:37]([O:40][CH3:41])=[CH:36][CH:35]=4)[N:26]=3)[CH:21]=[N:20]2)=[CH:16][CH:15]=1. No catalyst specified. The product is [F:13][C:14]1[CH:15]=[CH:16][C:17]([CH2:18][N:19]2[C:23](=[O:24])[N:22]([C:25]3[CH:29]=[C:28]([C:30]([NH:6][CH3:5])=[O:32])[N:27]([CH2:33][C:34]4[CH:39]=[CH:38][C:37]([O:40][CH3:41])=[CH:36][CH:35]=4)[N:26]=3)[CH:21]=[N:20]2)=[CH:42][CH:43]=1. The yield is 0.990. (7) The reactants are C([N:8]1[CH:12]=[C:11](/[CH:13]=[CH:14]/[C:15]([O:17][CH2:18][CH3:19])=[O:16])[C:10]([CH:20]([CH2:23][CH3:24])[CH2:21][CH3:22])=[N:9]1)C1C=CC=CC=1.C(O)=O. The catalyst is [C].[Pd].C(O)C. The product is [CH2:21]([CH:20]([C:10]1[C:11]([CH2:13][CH2:14][C:15]([O:17][CH2:18][CH3:19])=[O:16])=[CH:12][NH:8][N:9]=1)[CH2:23][CH3:24])[CH3:22]. The yield is 0.910.